This data is from Full USPTO retrosynthesis dataset with 1.9M reactions from patents (1976-2016). The task is: Predict the reactants needed to synthesize the given product. (1) Given the product [C:16]12([CH:23]([C:38]3[CH:39]=[CH:40][CH:41]=[CH:42][CH:43]=3)[NH:24][C:25](=[O:37])[C:26]3[CH:31]=[CH:30][CH:29]=[C:28]([C:32]([F:34])([F:35])[F:33])[C:27]=3[Cl:36])[CH2:17][CH2:18][CH:19]([CH2:21][CH2:22]1)[CH2:20][NH:15]2, predict the reactants needed to synthesize it. The reactants are: CN1C(=O)CC(=O)N(C)C1=O.C([N:15]1[CH2:20][CH:19]2[CH2:21][CH2:22][C:16]1([CH:23]([C:38]1[CH:43]=[CH:42][CH:41]=[CH:40][CH:39]=1)[NH:24][C:25](=[O:37])[C:26]1[CH:31]=[CH:30][CH:29]=[C:28]([C:32]([F:35])([F:34])[F:33])[C:27]=1[Cl:36])[CH2:17][CH2:18]2)C=C. (2) Given the product [Br:25][C:22]1[CH:23]=[CH:24][C:19]([NH:18][C:15](=[O:17])[CH2:14][CH:11]2[CH2:10][CH2:9][N:8]([C:6]([O:5][C:1]([CH3:2])([CH3:3])[CH3:4])=[O:7])[CH2:13][CH2:12]2)=[C:20]([OH:26])[CH:21]=1, predict the reactants needed to synthesize it. The reactants are: [C:1]([O:5][C:6]([N:8]1[CH2:13][CH2:12][CH:11]([CH2:14][C:15]([OH:17])=O)[CH2:10][CH2:9]1)=[O:7])([CH3:4])([CH3:3])[CH3:2].[NH2:18][C:19]1[CH:24]=[CH:23][C:22]([Br:25])=[CH:21][C:20]=1[OH:26].C(Cl)CCl. (3) Given the product [N+:1]([C:4]1[CH:9]=[CH:8][C:7]([O:10][CH2:20][C:19]([F:23])([F:22])[CH:18]([F:24])[F:17])=[CH:6][CH:5]=1)([O-:3])=[O:2], predict the reactants needed to synthesize it. The reactants are: [N+:1]([C:4]1[CH:9]=[CH:8][C:7]([OH:10])=[CH:6][CH:5]=1)([O-:3])=[O:2].C(=O)([O-])[O-].[K+].[K+].[F:17][CH:18]([F:24])[C:19]([F:23])([F:22])[CH2:20]I. (4) Given the product [NH2:27][CH2:26][CH2:25][C:21]1[CH:20]=[C:19]([CH:24]=[CH:23][CH:22]=1)[CH2:18][N:4]1[CH:5]=[CH:6][C:7]([O:8][CH2:9][C:10]2[CH:15]=[CH:14][C:13]([F:16])=[CH:12][C:11]=2[F:17])=[C:2]([Br:1])[C:3]1=[O:28], predict the reactants needed to synthesize it. The reactants are: [Br:1][C:2]1[C:3](=[O:28])[N:4]([CH2:18][C:19]2[CH:20]=[C:21]([CH2:25][C:26]#[N:27])[CH:22]=[CH:23][CH:24]=2)[CH:5]=[CH:6][C:7]=1[O:8][CH2:9][C:10]1[CH:15]=[CH:14][C:13]([F:16])=[CH:12][C:11]=1[F:17].C(O)(C(F)(F)F)=O. (5) Given the product [OH:10][CH:3]([C:4]1[CH:9]=[CH:8][CH:7]=[CH:6][CH:5]=1)[C:11]1[CH:12]=[CH:13][C:14]2[N:15]([CH:17]=[C:18]([C:20]([NH:22][C:23]3[CH:28]=[CH:27][CH:26]=[CH:25][CH:24]=3)=[O:21])[N:19]=2)[CH:16]=1, predict the reactants needed to synthesize it. The reactants are: [BH4-].[Na+].[C:3]([C:11]1[CH:12]=[CH:13][C:14]2[N:15]([CH:17]=[C:18]([C:20]([NH:22][C:23]3[CH:28]=[CH:27][CH:26]=[CH:25][CH:24]=3)=[O:21])[N:19]=2)[CH:16]=1)(=[O:10])[C:4]1[CH:9]=[CH:8][CH:7]=[CH:6][CH:5]=1.